Dataset: Forward reaction prediction with 1.9M reactions from USPTO patents (1976-2016). Task: Predict the product of the given reaction. (1) Given the reactants [NH:1]1[CH2:6][CH2:5][CH:4]([NH:7][C:8]2[CH:13]=[CH:12][CH:11]=[CH:10][N:9]=2)[CH2:3][CH2:2]1.Br[CH2:15][C:16]1[CH:21]=[CH:20][C:19]([CH2:22][C:23]#[N:24])=[CH:18][CH:17]=1, predict the reaction product. The product is: [N:9]1[CH:10]=[CH:11][CH:12]=[CH:13][C:8]=1[NH:7][CH:4]1[CH2:5][CH2:6][N:1]([CH2:15][C:16]2[CH:21]=[CH:20][C:19]([CH2:22][C:23]#[N:24])=[CH:18][CH:17]=2)[CH2:2][CH2:3]1. (2) Given the reactants Br[C:2]1[CH:25]=[CH:24][C:5]2[C:6]3[N:7]=[C:8]([C:14]4[N:15]([CH2:19][C:20]([NH:22][CH3:23])=[O:21])[CH:16]=[CH:17][N:18]=4)[S:9][C:10]=3[CH2:11][CH2:12][O:13][C:4]=2[CH:3]=1.[CH3:26][C:27]([OH:44])([CH3:43])[CH2:28][N:29]1[CH:33]=[C:32](B2OC(C)(C)C(C)(C)O2)[CH:31]=[N:30]1, predict the reaction product. The product is: [OH:44][C:27]([CH3:43])([CH3:26])[CH2:28][N:29]1[CH:33]=[C:32]([C:2]2[CH:25]=[CH:24][C:5]3[C:6]4[N:7]=[C:8]([C:14]5[N:15]([CH2:19][C:20]([NH:22][CH3:23])=[O:21])[CH:16]=[CH:17][N:18]=5)[S:9][C:10]=4[CH2:11][CH2:12][O:13][C:4]=3[CH:3]=2)[CH:31]=[N:30]1. (3) The product is: [Cl:1][C:2]1[CH:3]=[C:4]([C:8]2[C:12]([NH:13][C:23]([C:16]3[CH:15]=[N:14][N:18]4[CH:19]=[CH:20][CH:21]=[N:22][C:17]=34)=[O:24])=[CH:11][NH:10][N:9]=2)[CH:5]=[CH:6][CH:7]=1. Given the reactants [Cl:1][C:2]1[CH:3]=[C:4]([C:8]2[C:12]([NH2:13])=[CH:11][NH:10][N:9]=2)[CH:5]=[CH:6][CH:7]=1.[N:14]1[N:18]2[CH:19]=[CH:20][CH:21]=[N:22][C:17]2=[C:16]([C:23](O)=[O:24])[CH:15]=1.C(N(CC)C(C)C)(C)C, predict the reaction product. (4) Given the reactants [CH2:1]([O:8][C:9]1[CH:16]=[CH:15][C:12]([C:13]#[N:14])=[CH:11][C:10]=1[OH:17])[C:2]1[CH:7]=[CH:6][CH:5]=[CH:4][CH:3]=1.CC(C)([O-])C.[K+].[CH3:24][O:25][CH2:26]Cl, predict the reaction product. The product is: [CH2:1]([O:8][C:9]1[CH:16]=[CH:15][C:12]([C:13]#[N:14])=[CH:11][C:10]=1[O:17][CH2:24][O:25][CH3:26])[C:2]1[CH:3]=[CH:4][CH:5]=[CH:6][CH:7]=1. (5) The product is: [C:24]([O:23][C:19]([NH:20][NH:21][C:14]([C@H:10]1[CH2:11][CH2:12][CH2:13][N:8]([C:6](=[O:7])[C:5]2[CH:4]=[CH:3][C:2]([F:1])=[CH:18][CH:17]=2)[CH2:9]1)=[O:16])=[O:22])([CH3:27])([CH3:26])[CH3:25]. Given the reactants [F:1][C:2]1[CH:18]=[CH:17][C:5]([C:6]([N:8]2[CH2:13][CH2:12][CH2:11][C@H:10]([C:14]([OH:16])=O)[CH2:9]2)=[O:7])=[CH:4][CH:3]=1.[C:19]([O:23][C:24]([CH3:27])([CH3:26])[CH3:25])(=[O:22])[NH:20][NH2:21].C1C=CC2N(O)N=NC=2C=1.CCN=C=NCCCN(C)C.Cl.Cl, predict the reaction product.